Dataset: Catalyst prediction with 721,799 reactions and 888 catalyst types from USPTO. Task: Predict which catalyst facilitates the given reaction. (1) Reactant: [OH:1][CH2:2][CH2:3][CH2:4][CH2:5][CH2:6][CH2:7][NH:8][C:9]([O:11][CH2:12][CH:13]=[CH2:14])=[O:10].CCN(CC)CC.[CH3:22][S:23](Cl)(=[O:25])=[O:24].[NH4+].[Cl-]. Product: [CH3:22][S:23]([O:1][CH2:2][CH2:3][CH2:4][CH2:5][CH2:6][CH2:7][NH:8][C:9]([O:11][CH2:12][CH:13]=[CH2:14])=[O:10])(=[O:25])=[O:24]. The catalyst class is: 2. (2) Reactant: C(OP([CH:9]([CH3:15])[C:10]([O:12][CH2:13][CH3:14])=[O:11])(OCC)=O)C.[H-].[Na+].[F:18][C:19]1[CH:20]=[C:21]([NH:25][C@:26]2([CH:44]=O)[CH2:31][CH2:30][N:29]([CH2:32][C:33]3[CH:38]=[CH:37][CH:36]=[C:35]([O:39][CH:40]([CH3:42])[CH3:41])[CH:34]=3)[C@@H:28]([CH3:43])[CH2:27]2)[CH:22]=[CH:23][CH:24]=1.O. Product: [F:18][C:19]1[CH:20]=[C:21]([NH:25][C@:26]2([CH:44]=[C:9]([CH3:15])[C:10]([O:12][CH2:13][CH3:14])=[O:11])[CH2:31][CH2:30][N:29]([CH2:32][C:33]3[CH:38]=[CH:37][CH:36]=[C:35]([O:39][CH:40]([CH3:41])[CH3:42])[CH:34]=3)[C@@H:28]([CH3:43])[CH2:27]2)[CH:22]=[CH:23][CH:24]=1. The catalyst class is: 57. (3) Reactant: [CH2:1]([O:3][C:4](=[O:25])[CH2:5][S:6][C:7]1[C:12]([C:13]#[N:14])=[C:11]([C:15]2[CH:20]=[CH:19][C:18]([Cl:21])=[C:17]([Cl:22])[CH:16]=2)[N:10]=[C:9]([S:23][CH3:24])[N:8]=1)[CH3:2].CCO.CCN(C(C)C)C(C)C. Product: [CH2:1]([O:3][C:4]([C:5]1[S:6][C:7]2[N:8]=[C:9]([S:23][CH3:24])[N:10]=[C:11]([C:15]3[CH:20]=[CH:19][C:18]([Cl:21])=[C:17]([Cl:22])[CH:16]=3)[C:12]=2[C:13]=1[NH2:14])=[O:25])[CH3:2]. The catalyst class is: 11.